Dataset: Peptide-MHC class II binding affinity with 134,281 pairs from IEDB. Task: Regression. Given a peptide amino acid sequence and an MHC pseudo amino acid sequence, predict their binding affinity value. This is MHC class II binding data. (1) The peptide sequence is HYLCLRCLNVMLKNS. The MHC is DRB1_0101 with pseudo-sequence DRB1_0101. The binding affinity (normalized) is 0.794. (2) The peptide sequence is GGTVIRNPLSRNSTH. The MHC is HLA-DQA10501-DQB10302 with pseudo-sequence HLA-DQA10501-DQB10302. The binding affinity (normalized) is 0.152.